From a dataset of Forward reaction prediction with 1.9M reactions from USPTO patents (1976-2016). Predict the product of the given reaction. (1) Given the reactants [Br-].[Br-].[Br-].[NH+]1C=CC=CC=1.[NH+]1C=CC=CC=1.[NH+]1C=CC=CC=1.[I:22][C:23]1[CH:28]=[CH:27][C:26]([NH:29][N:30]=[CH:31][C:32]2[CH:37]=[CH:36][CH:35]=[CH:34][N:33]=2)=[CH:25][CH:24]=1.[N:38]1[CH:43]=[CH:42][CH:41]=[C:40]([CH2:44][NH2:45])[CH:39]=1.C(N(CC)CC)C.C(#N)C, predict the reaction product. The product is: [I:22][C:23]1[CH:28]=[CH:27][C:26]([N:29]2[C:44]([C:40]3[CH:39]=[N:38][CH:43]=[CH:42][CH:41]=3)=[N:45][C:31]([C:32]3[CH:37]=[CH:36][CH:35]=[CH:34][N:33]=3)=[N:30]2)=[CH:25][CH:24]=1. (2) Given the reactants [N+:1]([C:4]1[CH:5]=[C:6]2[C:11](=[CH:12][CH:13]=1)[N:10]=[CH:9][N:8]([CH2:14][C:15]1[CH:20]=[CH:19][C:18]([Cl:21])=[C:17]([Cl:22])[CH:16]=1)[C:7]2=[O:23])([O-])=O.O.NN, predict the reaction product. The product is: [Cl:22][C:17]1[CH:16]=[C:15]([CH:20]=[CH:19][C:18]=1[Cl:21])[CH2:14][N:8]1[C:7](=[O:23])[C:6]2[C:11](=[CH:12][CH:13]=[C:4]([NH2:1])[CH:5]=2)[N:10]=[CH:9]1. (3) Given the reactants [C:1]([O:5][C:6]([C:8]1[C:16]2[CH2:15][CH2:14][N:13]([CH2:17][C:18]3[CH:23]=[CH:22][C:21]([O:24][CH3:25])=[CH:20][CH:19]=3)[CH:12]([CH2:26][NH2:27])[C:11]=2[S:10][C:9]=1[NH2:28])=[O:7])([CH3:4])([CH3:3])[CH3:2].[C:29](Cl)(=[O:31])[CH3:30], predict the reaction product. The product is: [C:1]([O:5][C:6]([C:8]1[C:16]2[CH2:15][CH2:14][N:13]([CH2:17][C:18]3[CH:19]=[CH:20][C:21]([O:24][CH3:25])=[CH:22][CH:23]=3)[CH:12]([CH2:26][NH:27][C:29](=[O:31])[CH3:30])[C:11]=2[S:10][C:9]=1[NH2:28])=[O:7])([CH3:4])([CH3:2])[CH3:3].